Dataset: NCI-60 drug combinations with 297,098 pairs across 59 cell lines. Task: Regression. Given two drug SMILES strings and cell line genomic features, predict the synergy score measuring deviation from expected non-interaction effect. (1) Cell line: OVCAR-8. Drug 1: CCC1(CC2CC(C3=C(CCN(C2)C1)C4=CC=CC=C4N3)(C5=C(C=C6C(=C5)C78CCN9C7C(C=CC9)(C(C(C8N6C=O)(C(=O)OC)O)OC(=O)C)CC)OC)C(=O)OC)O.OS(=O)(=O)O. Synergy scores: CSS=25.9, Synergy_ZIP=0.494, Synergy_Bliss=4.24, Synergy_Loewe=-20.6, Synergy_HSA=2.61. Drug 2: C1=NC2=C(N=C(N=C2N1C3C(C(C(O3)CO)O)F)Cl)N. (2) Drug 1: C1=CC(=CC=C1CCCC(=O)O)N(CCCl)CCCl. Drug 2: CCC1(CC2CC(C3=C(CCN(C2)C1)C4=CC=CC=C4N3)(C5=C(C=C6C(=C5)C78CCN9C7C(C=CC9)(C(C(C8N6C=O)(C(=O)OC)O)OC(=O)C)CC)OC)C(=O)OC)O.OS(=O)(=O)O. Cell line: BT-549. Synergy scores: CSS=41.2, Synergy_ZIP=-0.439, Synergy_Bliss=2.29, Synergy_Loewe=-5.47, Synergy_HSA=4.05. (3) Drug 1: COC1=NC(=NC2=C1N=CN2C3C(C(C(O3)CO)O)O)N. Drug 2: C1CN(CCN1C(=O)CCBr)C(=O)CCBr. Cell line: PC-3. Synergy scores: CSS=8.50, Synergy_ZIP=-1.84, Synergy_Bliss=4.50, Synergy_Loewe=-0.473, Synergy_HSA=3.40. (4) Drug 1: CC1(CCCN1)C2=NC3=C(C=CC=C3N2)C(=O)N. Drug 2: CC(C)(C#N)C1=CC=C(C=C1)N2C3=C4C=C(C=CC4=NC=C3N(C2=O)C)C5=CC6=CC=CC=C6N=C5. Cell line: HT29. Synergy scores: CSS=51.0, Synergy_ZIP=12.4, Synergy_Bliss=12.8, Synergy_Loewe=-23.1, Synergy_HSA=10.1. (5) Drug 1: CC1C(C(CC(O1)OC2CC(CC3=C2C(=C4C(=C3O)C(=O)C5=C(C4=O)C(=CC=C5)OC)O)(C(=O)CO)O)N)O.Cl. Cell line: NCIH23. Drug 2: CN(CC1=CN=C2C(=N1)C(=NC(=N2)N)N)C3=CC=C(C=C3)C(=O)NC(CCC(=O)O)C(=O)O. Synergy scores: CSS=41.0, Synergy_ZIP=-4.51, Synergy_Bliss=-6.74, Synergy_Loewe=-17.7, Synergy_HSA=-5.36.